This data is from Forward reaction prediction with 1.9M reactions from USPTO patents (1976-2016). The task is: Predict the product of the given reaction. Given the reactants [H-].[Na+].[F:3][C:4]1[CH:12]=[CH:11][CH:10]=[C:9]2[C:5]=1[C:6]([I:13])=[N:7][NH:8]2.[Cl:14][C:15]1[CH:23]=[CH:22][CH:21]=[C:20]([C:24]([F:27])([F:26])[F:25])[C:16]=1[C:17](Cl)=[O:18], predict the reaction product. The product is: [Cl:14][C:15]1[CH:23]=[CH:22][CH:21]=[C:20]([C:24]([F:26])([F:27])[F:25])[C:16]=1[C:17]([N:8]1[C:9]2[C:5](=[C:4]([F:3])[CH:12]=[CH:11][CH:10]=2)[C:6]([I:13])=[N:7]1)=[O:18].